Dataset: Forward reaction prediction with 1.9M reactions from USPTO patents (1976-2016). Task: Predict the product of the given reaction. (1) The product is: [CH3:14][N:12]([CH3:13])[C:8]1[S:9][C@H:10]2[O:11][C@H:3]([CH2:1][CH3:2])[C@@H:4]([OH:25])[C@H:5]([OH:15])[C@H:6]2[N:7]=1. Given the reactants [CH2:1]([C@H:3]1[O:11][C@H:10]2[C@H:6]([N:7]=[C:8]([N:12]([CH3:14])[CH3:13])[S:9]2)[C@@H:5]([O:15]CC2C=CC(OC)=CC=2)[C@@H:4]1[O:25]CC1C=CC(OC)=CC=1)[CH3:2].C(O)(C(F)(F)F)=O.[NH4+].[OH-], predict the reaction product. (2) Given the reactants [OH:1][C:2]1[C:3]([C:10]2[CH:11]=[N:12][CH:13]=[CH:14][CH:15]=2)=[N:4][CH:5]=[CH:6][C:7]=1[CH:8]=O.[F:16][C:17]1[CH:22]=[CH:21][C:20]([NH2:23])=[CH:19][C:18]=1[Cl:24], predict the reaction product. The product is: [Cl:24][C:18]1[CH:19]=[C:20]([N:23]=[CH:8][C:7]2[CH:6]=[CH:5][N:4]=[C:3]([C:10]3[CH:11]=[N:12][CH:13]=[CH:14][CH:15]=3)[C:2]=2[OH:1])[CH:21]=[CH:22][C:17]=1[F:16]. (3) The product is: [C:1]([O:5][C:6]([N:8]([C:9]1[C:18]([N+:19]([O-:21])=[O:20])=[CH:17][CH:16]=[CH:15][C:10]=1[C:11]([O:13][CH3:14])=[O:12])[CH2:28][C:29]1[CH:30]=[CH:31][C:32]([C:35]2[CH:42]=[CH:41][CH:40]=[CH:39][C:36]=2[C:37]#[N:38])=[CH:33][CH:34]=1)=[O:7])([CH3:4])([CH3:2])[CH3:3]. Given the reactants [C:1]([O:5][C:6]([NH:8][C:9]1[C:18]([N+:19]([O-:21])=[O:20])=[CH:17][CH:16]=[CH:15][C:10]=1[C:11]([O:13][CH3:14])=[O:12])=[O:7])([CH3:4])([CH3:3])[CH3:2].C(=O)([O-])[O-].[K+].[K+].[CH3:28][C:29]1[CH:34]=[CH:33][C:32]([C:35]2[CH:42]=[CH:41][CH:40]=[CH:39][C:36]=2[C:37]#[N:38])=[CH:31][CH:30]=1.BrCC1(CBr)C=CC(C2C=CC=CC=2C#N)=CC1, predict the reaction product. (4) Given the reactants [C:1]([CH:3]1[CH2:8][CH2:7][N:6]([C:9]([N:11]2[CH2:16][CH:15]([C:17]3[CH:22]=[CH:21][C:20]([C:23]([F:26])([F:25])[F:24])=[CH:19][CH:18]=3)[CH2:14][CH:13]([C:27](O)=[O:28])[CH2:12]2)=[O:10])[CH2:5][CH2:4]1)#[N:2].O[N:31]=[C:32]([NH2:37])[CH2:33][CH2:34][O:35][CH3:36], predict the reaction product. The product is: [CH3:36][O:35][CH2:34][CH2:33][C:32]1[N:37]=[C:27]([CH:13]2[CH2:14][CH:15]([C:17]3[CH:18]=[CH:19][C:20]([C:23]([F:26])([F:25])[F:24])=[CH:21][CH:22]=3)[CH2:16][N:11]([C:9]([N:6]3[CH2:7][CH2:8][CH:3]([C:1]#[N:2])[CH2:4][CH2:5]3)=[O:10])[CH2:12]2)[O:28][N:31]=1. (5) Given the reactants C[O:2][P:3](=[O:36])([O:34]C)[O:4][C@@H:5]([CH3:33])[CH2:6][NH:7][C:8]1[N:13]=[C:12]([O:14][C:15]2[CH:20]=[CH:19][C:18]([F:21])=[CH:17][C:16]=2[F:22])[N:11]=[C:10]2[NH:23][N:24]=[C:25]([C:26]3[CH:31]=[CH:30][CH:29]=[CH:28][C:27]=3[Cl:32])[C:9]=12.C[Si](Br)(C)C, predict the reaction product. The product is: [Cl:32][C:27]1[CH:28]=[CH:29][CH:30]=[CH:31][C:26]=1[C:25]1[C:9]2[C:10](=[N:11][C:12]([O:14][C:15]3[CH:20]=[CH:19][C:18]([F:21])=[CH:17][C:16]=3[F:22])=[N:13][C:8]=2[NH:7][CH2:6][C@@H:5]([O:4][P:3](=[O:2])([OH:34])[OH:36])[CH3:33])[NH:23][N:24]=1. (6) Given the reactants [C:1]([O:5][C:6](=[O:26])[C:7]1[CH:12]=[CH:11][C:10]([CH2:13][N:14]2[CH:23]=[CH:22][C:21]3[C:16](=[CH:17][C:18](Br)=[CH:19][CH:20]=3)[C:15]2=[O:25])=[CH:9][CH:8]=1)([CH3:4])([CH3:3])[CH3:2].C([CH:30]1C=NN=[N:31]1)C#C.[CH2:35](N(CC)CC)[CH3:36].[CH3:42][N:43]([CH3:46])[CH:44]=O, predict the reaction product. The product is: [C:1]([O:5][C:6](=[O:26])[C:7]1[CH:12]=[CH:11][C:10]([CH2:13][N:14]2[CH:23]=[CH:22][C:21]3[C:16](=[CH:17][C:18]([C:35]#[C:36][CH2:42][N:43]4[CH:46]=[CH:30][N:31]=[CH:44]4)=[CH:19][CH:20]=3)[C:15]2=[O:25])=[CH:9][CH:8]=1)([CH3:4])([CH3:3])[CH3:2]. (7) Given the reactants C([N:8]1[CH2:12][C@H:11]2[C@@H:13]([NH:16][C:17](=[O:31])[CH:18]([CH:25]3[CH2:30][CH2:29][CH2:28][CH2:27][CH2:26]3)[CH:19]3[CH2:24][CH2:23][CH2:22][CH2:21][CH2:20]3)[CH2:14][CH2:15][C@H:10]2[CH2:9]1)C1C=CC=CC=1, predict the reaction product. The product is: [CH:25]1([CH:18]([CH:19]2[CH2:24][CH2:23][CH2:22][CH2:21][CH2:20]2)[C:17]([NH:16][C@@H:13]2[C@H:11]3[C@H:10]([CH2:9][NH:8][CH2:12]3)[CH2:15][CH2:14]2)=[O:31])[CH2:26][CH2:27][CH2:28][CH2:29][CH2:30]1.